Dataset: Acute oral toxicity (LD50) regression data from Zhu et al.. Task: Regression/Classification. Given a drug SMILES string, predict its toxicity properties. Task type varies by dataset: regression for continuous values (e.g., LD50, hERG inhibition percentage) or binary classification for toxic/non-toxic outcomes (e.g., AMES mutagenicity, cardiotoxicity, hepatotoxicity). Dataset: ld50_zhu. The drug is CNC(=O)Oc1ccc(NC(=O)OC)c(C(C)C)c1. The rat oral LD50 is 3.99, given as -log10 of the dose in mol/kg body weight (higher means more acutely toxic).